Dataset: Peptide-MHC class I binding affinity with 185,985 pairs from IEDB/IMGT. Task: Regression. Given a peptide amino acid sequence and an MHC pseudo amino acid sequence, predict their binding affinity value. This is MHC class I binding data. (1) The binding affinity (normalized) is 0.218. The peptide sequence is YWHLTPEKGW. The MHC is Mamu-B52 with pseudo-sequence Mamu-B52. (2) The peptide sequence is MTREASREY. The MHC is HLA-A32:01 with pseudo-sequence HLA-A32:01. The binding affinity (normalized) is 0.0817. (3) The MHC is HLA-A26:01 with pseudo-sequence HLA-A26:01. The peptide sequence is EFLTRNPAW. The binding affinity (normalized) is 0. (4) The peptide sequence is EEMEITTHF. The MHC is HLA-B40:02 with pseudo-sequence HLA-B40:02. The binding affinity (normalized) is 0.286. (5) The peptide sequence is ILDDNLYKV. The MHC is HLA-B54:01 with pseudo-sequence HLA-B54:01. The binding affinity (normalized) is 0. (6) The peptide sequence is NYTRFWYINH. The MHC is HLA-A11:01 with pseudo-sequence HLA-A11:01. The binding affinity (normalized) is 0.129. (7) The peptide sequence is MHCDFAFWV. The MHC is HLA-A29:02 with pseudo-sequence HLA-A29:02. The binding affinity (normalized) is 0.0847.